Predict the reaction yield, written as a fraction of the theoretical maximum amount of product (1.0 means a 100% yield; for example, 0.34 means a 34% yield). From a dataset of Reaction yield outcomes from USPTO patents with 853,638 reactions. The reactants are [C:1]1([CH:7]([C:27]2[CH:32]=[CH:31][CH:30]=[CH:29][CH:28]=2)[N:8]2[C:16]3[C:11](=[CH:12][CH:13]=[CH:14][CH:15]=3)[CH:10]([C:17]3[C:22]([OH:23])=[CH:21][N:20]=[C:19]([O:24][CH3:25])[CH:18]=3)[C:9]2=[O:26])[CH:6]=[CH:5][CH:4]=[CH:3][CH:2]=1.[C:33](=O)([O-])[O-].[Cs+].[Cs+].ClCI. The catalyst is O1CCCC1. The product is [C:1]1([CH:7]([N:8]2[C:16]3[C:11](=[CH:12][CH:13]=[CH:14][CH:15]=3)[C:10]3([C:17]4[C:22](=[CH:21][N:20]=[C:19]([O:24][CH3:25])[CH:18]=4)[O:23][CH2:33]3)[C:9]2=[O:26])[C:27]2[CH:32]=[CH:31][CH:30]=[CH:29][CH:28]=2)[CH:2]=[CH:3][CH:4]=[CH:5][CH:6]=1. The yield is 0.400.